Dataset: Forward reaction prediction with 1.9M reactions from USPTO patents (1976-2016). Task: Predict the product of the given reaction. The product is: [ClH:26].[N:27]1[C:35]2[C:30](=[N:31][CH:32]=[CH:33][CH:34]=2)[S:29][C:28]=1[C:36]1[CH:41]=[CH:40][CH:39]=[CH:38][C:37]=1[NH:42][C:22]([C:12]1[CH:11]=[C:10]([O:9][CH2:8][CH2:7][N:1]2[CH2:6][CH2:5][O:4][CH2:3][CH2:2]2)[CH:15]=[C:14]([C:16]2[CH:21]=[CH:20][CH:19]=[CH:18][CH:17]=2)[N:13]=1)=[O:24]. Given the reactants [N:1]1([CH2:7][CH2:8][O:9][C:10]2[CH:15]=[C:14]([C:16]3[CH:21]=[CH:20][CH:19]=[CH:18][CH:17]=3)[N:13]=[C:12]([C:22]([OH:24])=O)[CH:11]=2)[CH2:6][CH2:5][O:4][CH2:3][CH2:2]1.[Li+].[Cl-:26].[N:27]1[C:35]2[C:30](=[N:31][CH:32]=[CH:33][CH:34]=2)[S:29][C:28]=1[C:36]1[CH:41]=[CH:40][CH:39]=[CH:38][C:37]=1[NH2:42].CN(C(ON1N=NC2C=CC=NC1=2)=[N+](C)C)C.F[P-](F)(F)(F)(F)F.CCN(C(C)C)C(C)C, predict the reaction product.